This data is from Forward reaction prediction with 1.9M reactions from USPTO patents (1976-2016). The task is: Predict the product of the given reaction. Given the reactants [Cl-].[Na+].Cl[C:4]([O:6][CH2:7][CH3:8])=[O:5].[OH:9][OH:10].[OH-].[Na+].[C:13]([O:22][C:23]([CH2:31]C)(CC)CCCCC)(=[O:21])CCCCC([O-])=O, predict the reaction product. The product is: [C:4]([O:9][O:10][C:13]([O:22][CH2:23][CH3:31])=[O:21])([O:6][CH2:7][CH3:8])=[O:5].